Dataset: TCR-epitope binding with 47,182 pairs between 192 epitopes and 23,139 TCRs. Task: Binary Classification. Given a T-cell receptor sequence (or CDR3 region) and an epitope sequence, predict whether binding occurs between them. (1) The epitope is VSFIEFVGW. The TCR CDR3 sequence is CASRRDNSYEQYF. Result: 0 (the TCR does not bind to the epitope). (2) The epitope is TPINLVRDL. The TCR CDR3 sequence is CASSRSTGAKMNTEAFF. Result: 1 (the TCR binds to the epitope). (3) The epitope is ALLADKFPV. The TCR CDR3 sequence is CASSLWEHTEAFF. Result: 1 (the TCR binds to the epitope). (4) The epitope is GLCTLVAML. The TCR CDR3 sequence is CATAGQGGNGYTF. Result: 0 (the TCR does not bind to the epitope). (5) The epitope is MPASWVMRI. The TCR CDR3 sequence is CATTDAEGVNTGELFF. Result: 1 (the TCR binds to the epitope). (6) The epitope is QARQMVQAMRTIGTHP. The TCR CDR3 sequence is CASSLGSYETQYF. Result: 1 (the TCR binds to the epitope). (7) The epitope is NLVPMVATV. The TCR CDR3 sequence is CAWTTSPRGSDTQYF. Result: 1 (the TCR binds to the epitope). (8) The TCR CDR3 sequence is CASSYVTGGQPQHF. Result: 0 (the TCR does not bind to the epitope). The epitope is LLFNKVTLA. (9) The epitope is MLNIPSINV. The TCR CDR3 sequence is CASSLRGPGLYNEQFF. Result: 1 (the TCR binds to the epitope).